From a dataset of Forward reaction prediction with 1.9M reactions from USPTO patents (1976-2016). Predict the product of the given reaction. (1) Given the reactants [F:1][C:2]([F:7])([F:6])[C:3]([OH:5])=[O:4], predict the reaction product. The product is: [F:1][C:2]([F:7])([F:6])[C:3]([O:5][C:3](=[O:4])[C:2]([F:7])([F:6])[F:1])=[O:4]. (2) Given the reactants [NH2:1][CH:2]1[C:11]2[CH:10]=[N:9][CH:8]=[C:7]([C:12]3[CH:19]=[CH:18][C:15]([C:16]#[N:17])=[CH:14][CH:13]=3)[C:6]=2[CH2:5][CH2:4][CH2:3]1.[C:20](Cl)(=[O:22])[CH3:21].CCN(CC)CC.CO, predict the reaction product. The product is: [C:16]([C:15]1[CH:14]=[CH:13][C:12]([C:7]2[C:6]3[CH2:5][CH2:4][CH2:3][CH:2]([NH:1][C:20](=[O:22])[CH3:21])[C:11]=3[CH:10]=[N:9][CH:8]=2)=[CH:19][CH:18]=1)#[N:17]. (3) Given the reactants [CH3:1][C:2]1[N:7]=[CH:6][C:5]([CH2:8][C:9]2[C:10](=[O:17])[N:11]=[C:12](SC)[NH:13][CH:14]=2)=[CH:4][N:3]=1.[Cl:18][C:19]1[CH:34]=[CH:33][C:22]([O:23][C:24]2[CH:29]=[CH:28][C:27]([CH2:30][CH2:31][NH2:32])=[CH:26][CH:25]=2)=[CH:21][C:20]=1[C:35]([F:38])([F:37])[F:36], predict the reaction product. The product is: [Cl:18][C:19]1[CH:34]=[CH:33][C:22]([O:23][C:24]2[CH:29]=[CH:28][C:27]([CH2:30][CH2:31][NH:32][C:12]3[NH:13][CH:14]=[C:9]([CH2:8][C:5]4[CH:4]=[N:3][C:2]([CH3:1])=[N:7][CH:6]=4)[C:10](=[O:17])[N:11]=3)=[CH:26][CH:25]=2)=[CH:21][C:20]=1[C:35]([F:36])([F:37])[F:38]. (4) Given the reactants [OH:1][CH2:2][C:3]1[CH:8]=[CH:7][C:6]([CH2:9][C:10](O)=O)=[CH:5][CH:4]=1.[NH2:13][C:14]1[CH:19]=[CH:18][CH:17]=[CH:16][C:15]=1[SH:20], predict the reaction product. The product is: [S:20]1[C:15]2[CH:16]=[CH:17][CH:18]=[CH:19][C:14]=2[N:13]=[C:10]1[CH2:9][C:6]1[CH:7]=[CH:8][C:3]([CH2:2][OH:1])=[CH:4][CH:5]=1.